Dataset: Full USPTO retrosynthesis dataset with 1.9M reactions from patents (1976-2016). Task: Predict the reactants needed to synthesize the given product. Given the product [Cl:8][C:5]1[N:6]=[CH:7][C:2]([C:31]2[CH:32]=[CH:33][C:34]3[N:35]([CH:37]=[C:38]([NH:40][C:41](=[O:43])[CH3:42])[N:39]=3)[N:36]=2)=[CH:3][C:4]=1[NH:9][S:10]([C:13]1[CH:18]=[CH:17][C:16]([CH:19]([NH:21][CH3:22])[CH3:20])=[CH:15][CH:14]=1)(=[O:12])=[O:11], predict the reactants needed to synthesize it. The reactants are: Br[C:2]1[CH:3]=[C:4]([NH:9][S:10]([C:13]2[CH:18]=[CH:17][C:16]([CH:19]([NH:21][CH3:22])[CH3:20])=[CH:15][CH:14]=2)(=[O:12])=[O:11])[C:5]([Cl:8])=[N:6][CH:7]=1.CC1(C)C(C)(C)OB([C:31]2[CH:32]=[CH:33][C:34]3[N:35]([CH:37]=[C:38]([NH:40][C:41](=[O:43])[CH3:42])[N:39]=3)[N:36]=2)O1.C(=O)([O-])[O-].[K+].[K+].